This data is from Reaction yield outcomes from USPTO patents with 853,638 reactions. The task is: Predict the reaction yield, written as a fraction of the theoretical maximum amount of product (1.0 means a 100% yield; for example, 0.34 means a 34% yield). The reactants are C(OP([CH2:9][C:10]([O:12][CH2:13][CH3:14])=[O:11])(OCC)=O)C.[H-].[Na+].[Cl:17][C:18]1[CH:33]=[C:32]([Cl:34])[C:31]([OH:35])=[CH:30][C:19]=1[O:20][C:21]1[N:25]([CH3:26])[N:24]=[C:23]([CH3:27])[C:22]=1[CH:28]=O.[Cl-].[NH4+]. The catalyst is O1CCCC1. The product is [Cl:17][C:18]1[CH:33]=[C:32]([Cl:34])[C:31]([OH:35])=[CH:30][C:19]=1[O:20][C:21]1[N:25]([CH3:26])[N:24]=[C:23]([CH3:27])[C:22]=1/[CH:28]=[CH:9]/[C:10]([O:12][CH2:13][CH3:14])=[O:11]. The yield is 0.990.